This data is from Catalyst prediction with 721,799 reactions and 888 catalyst types from USPTO. The task is: Predict which catalyst facilitates the given reaction. (1) Reactant: [CH3:1][O:2][C:3]1[CH:8]=[CH:7][C:6]([O:9][CH3:10])=[CH:5][C:4]=1[CH2:11][CH2:12][CH2:13][CH2:14][CH:15]=O.[CH3:17][CH2:18][CH2:19][NH:20][C@@H:21]1[CH2:26][C:25]2[S:27][C:28]([NH2:30])=[N:29][C:24]=2[CH2:23][CH2:22]1.[BH-](OC(C)=O)(OC(C)=O)OC(C)=O.[Na+]. Product: [CH3:1][O:2][C:3]1[CH:8]=[CH:7][C:6]([O:9][CH3:10])=[CH:5][C:4]=1[CH2:11][CH2:12][CH2:13][CH2:14][CH2:15][N:20]([CH2:19][CH2:18][CH3:17])[C@@H:21]1[CH2:22][CH2:23][C:24]2[N:29]=[C:28]([NH2:30])[S:27][C:25]=2[CH2:26]1. The catalyst class is: 61. (2) Reactant: [Br:1][C:2]1[CH:3]=[C:4]([CH:19]=[CH:20][C:21]=1F)[C:5]([NH:7][C:8]1[CH:13]=[CH:12][C:11]([O:14][C:15]([Cl:18])([F:17])[F:16])=[CH:10][CH:9]=1)=[O:6].[NH:23]1[CH2:27][CH2:26][C@@H:25]([OH:28])[CH2:24]1.Cl. Product: [Br:1][C:2]1[CH:3]=[C:4]([CH:19]=[CH:20][C:21]=1[N:23]1[CH2:27][CH2:26][C@@H:25]([OH:28])[CH2:24]1)[C:5]([NH:7][C:8]1[CH:13]=[CH:12][C:11]([O:14][C:15]([Cl:18])([F:17])[F:16])=[CH:10][CH:9]=1)=[O:6]. The catalyst class is: 16. (3) Reactant: Cl.Cl.[NH:3]1[C:9]2[CH:10]=[CH:11][CH:12]=[CH:13][C:8]=2[CH2:7][NH:6][CH2:5][CH2:4]1.C(=O)([O-])[O-].[K+].[K+].CN(C)C=O.[C:25](Cl)([C:38]1[CH:43]=[CH:42][CH:41]=[CH:40][CH:39]=1)([C:32]1[CH:37]=[CH:36][CH:35]=[CH:34][CH:33]=1)[C:26]1[CH:31]=[CH:30][CH:29]=[CH:28][CH:27]=1. Product: [C:25]([N:6]1[CH2:7][C:8]2[CH:13]=[CH:12][CH:11]=[CH:10][C:9]=2[NH:3][CH2:4][CH2:5]1)([C:26]1[CH:31]=[CH:30][CH:29]=[CH:28][CH:27]=1)([C:38]1[CH:39]=[CH:40][CH:41]=[CH:42][CH:43]=1)[C:32]1[CH:33]=[CH:34][CH:35]=[CH:36][CH:37]=1. The catalyst class is: 6. (4) Reactant: [C:1]([C:4]1[NH:5][C:6]2[C:11]([CH:12]=1)=[CH:10][C:9]([O:13][CH2:14][C:15]1[CH:20]=[CH:19][CH:18]=[C:17]([NH:21][C:22](=[O:34])[C@H:23]([CH2:25][CH2:26][C:27](=[O:33])[O:28]C(C)(C)C)[NH2:24])[CH:16]=1)=[CH:8][CH:7]=2)(=[O:3])[NH2:2].Cl. Product: [C:1]([C:4]1[NH:5][C:6]2[C:11]([CH:12]=1)=[CH:10][C:9]([O:13][CH2:14][C:15]1[CH:20]=[CH:19][CH:18]=[C:17]([NH:21][C:22](=[O:34])[C@H:23]([CH2:25][CH2:26][C:27](=[O:28])[OH:33])[NH2:24])[CH:16]=1)=[CH:8][CH:7]=2)(=[O:3])[NH2:2]. The catalyst class is: 135. (5) Reactant: N#N.Br[C:4]1[C:5]([NH:11][C:12]2[CH:21]=[CH:20][CH:19]=[CH:18][C:13]=2[C:14]([NH:16][CH3:17])=[O:15])=[CH:6][C:7]([Cl:10])=[N:8][CH:9]=1.[O-]P([O-])([O-])=O.[K+].[K+].[K+].[C:30]1(C)[CH:35]=CC=C[CH:31]=1. Product: [Cl:10][C:7]1[CH:6]=[C:5]([NH:11][C:12]2[CH:21]=[CH:20][CH:19]=[CH:18][C:13]=2[C:14]([NH:16][CH3:17])=[O:15])[C:4]([C:30]([CH3:35])=[CH2:31])=[CH:9][N:8]=1. The catalyst class is: 257. (6) Reactant: C([O:4][CH2:5][C:6]1[CH:7]=[C:8]2[CH:14]=[CH:13][O:12][C:9]2=[CH:10][N:11]=1)(=O)C.O.[OH-].[Na+]. Product: [O:12]1[C:9]2=[CH:10][N:11]=[C:6]([CH2:5][OH:4])[CH:7]=[C:8]2[CH:14]=[CH:13]1. The catalyst class is: 12. (7) Product: [C:23]1([N:33]2[CH2:38][CH2:37][N:36]([CH2:2][CH2:3][CH2:4][CH2:5][O:6][C:7]3[CH:15]=[C:14]4[C:10]([CH:11]=[N:12][N:13]4[C:16]([O:18][C:19]([CH3:22])([CH3:21])[CH3:20])=[O:17])=[CH:9][CH:8]=3)[CH2:35][CH2:34]2)[C:32]2[C:27](=[CH:28][CH:29]=[CH:30][CH:31]=2)[CH:26]=[CH:25][CH:24]=1. Reactant: Br[CH2:2][CH2:3][CH2:4][CH2:5][O:6][C:7]1[CH:15]=[C:14]2[C:10]([CH:11]=[N:12][N:13]2[C:16]([O:18][C:19]([CH3:22])([CH3:21])[CH3:20])=[O:17])=[CH:9][CH:8]=1.[C:23]1([N:33]2[CH2:38][CH2:37][NH:36][CH2:35][CH2:34]2)[C:32]2[C:27](=[CH:28][CH:29]=[CH:30][CH:31]=2)[CH:26]=[CH:25][CH:24]=1.C(=O)([O-])[O-].[K+].[K+]. The catalyst class is: 10. (8) Product: [Br:27][C:28]1[CH:36]=[C:32]([C:33](=[O:34])[CH2:20][C:19]([O:22][C:23]([CH3:26])([CH3:25])[CH3:24])=[O:21])[CH:31]=[N:30][CH:29]=1. The catalyst class is: 1. Reactant: C(NC(C)C)(C)C.CCCCCC.C([Li])CCC.[C:19]([O:22][C:23]([CH3:26])([CH3:25])[CH3:24])(=[O:21])[CH3:20].[Br:27][C:28]1[CH:29]=[N:30][CH:31]=[C:32]([CH:36]=1)[C:33](O)=[O:34].C1N=CN(C(N2C=NC=C2)=O)C=1. (9) Reactant: C([Li:5])CCC.[C:6]([O:9][C@H:10]1[CH2:27][CH2:26][C@@:25]2([C:28]([O:30][CH3:31])=[O:29])[C:12](=[CH:13][CH2:14][C@@H:15]3[C@@H:24]2[CH2:23][CH2:22][C@@:20]2([CH3:21])[C@H:16]3[CH2:17][CH2:18][C@@H:19]2[O:32]C(=O)C)[CH2:11]1)(=[O:8])C.Cl. Product: [CH3:6][O-:8].[Li+:5].[CH3:31][O:30][C:28](=[O:29])[C@@:25]12[C@@H:24]3[C@H:15]([C@H:16]4[C@@:20]([CH2:22][CH2:23]3)([CH3:21])[C@@H:19]([OH:32])[CH2:18][CH2:17]4)[CH2:14][CH:13]=[C:12]1[CH2:11][C@@H:10]([OH:9])[CH2:27][CH2:26]2. The catalyst class is: 5. (10) Reactant: C([NH:5][S:6]([C:9]1[CH:14]=[CH:13][CH:12]=[C:11]([C:15]2[N:16]=[CH:17][N:18]([C:20]3[N:25]=[C:24]([C:26]([F:29])([F:28])[F:27])[CH:23]=[C:22]([C:30]4[CH:35]=[CH:34][C:33]([C:36]([F:39])([F:38])[F:37])=[C:32]([CH3:40])[CH:31]=4)[N:21]=3)[CH:19]=2)[CH:10]=1)(=[O:8])=[O:7])(C)(C)C.C(O)(C(F)(F)F)=O. Product: [CH3:40][C:32]1[CH:31]=[C:30]([C:22]2[CH:23]=[C:24]([C:26]([F:27])([F:28])[F:29])[N:25]=[C:20]([N:18]3[CH:19]=[C:15]([C:11]4[CH:10]=[C:9]([S:6]([NH2:5])(=[O:8])=[O:7])[CH:14]=[CH:13][CH:12]=4)[N:16]=[CH:17]3)[N:21]=2)[CH:35]=[CH:34][C:33]=1[C:36]([F:39])([F:38])[F:37]. The catalyst class is: 4.